This data is from Full USPTO retrosynthesis dataset with 1.9M reactions from patents (1976-2016). The task is: Predict the reactants needed to synthesize the given product. The reactants are: Cl[C:2]1[N:7]=[CH:6][N:5]=[C:4]([NH:8][CH2:9][C:10]2[CH:15]=[CH:14][C:13]([O:16][CH3:17])=[CH:12][CH:11]=2)[CH:3]=1.[F:18][C:19]1[CH:24]=[C:23]([N+:25]([O-:27])=[O:26])[CH:22]=[CH:21][C:20]=1[OH:28].C(N(CC)C(C)C)(C)C. Given the product [F:18][C:19]1[CH:24]=[C:23]([N+:25]([O-:27])=[O:26])[CH:22]=[CH:21][C:20]=1[O:28][C:2]1[N:7]=[CH:6][N:5]=[C:4]([NH:8][CH2:9][C:10]2[CH:15]=[CH:14][C:13]([O:16][CH3:17])=[CH:12][CH:11]=2)[CH:3]=1, predict the reactants needed to synthesize it.